From a dataset of Catalyst prediction with 721,799 reactions and 888 catalyst types from USPTO. Predict which catalyst facilitates the given reaction. Reactant: [N+:1]([C:4]1[CH:11]=[CH:10][C:7]([CH2:8]Br)=[CH:6][CH:5]=1)([O-:3])=[O:2].[S:12]([O-:15])([O-:14])=[O:13].[Na+:16].[Na+]. Product: [N+:1]([C:4]1[CH:11]=[CH:10][C:7]([CH2:8][S:12]([O-:15])(=[O:14])=[O:13])=[CH:6][CH:5]=1)([O-:3])=[O:2].[Na+:16]. The catalyst class is: 24.